From a dataset of Reaction yield outcomes from USPTO patents with 853,638 reactions. Predict the reaction yield, written as a fraction of the theoretical maximum amount of product (1.0 means a 100% yield; for example, 0.34 means a 34% yield). The reactants are [CH:1]1([CH2:4][N:5]2[CH2:30][CH2:29][C@:12]34[C:13]5[C:14]6[O:28][C@H:11]3[C:10](=[O:31])[CH2:9][CH2:8][C@@:7]4([O:32][CH2:33][C:34]3[CH:39]=[CH:38][CH:37]=[CH:36][CH:35]=3)[C@H:6]2[CH2:19][C:18]=5[CH:17]=[CH:16][C:15]=6[O:20]CC2C=CC=CC=2)[CH2:3][CH2:2]1. The catalyst is CO.C(Cl)Cl.[Pd]. The product is [CH:1]1([CH2:4][N:5]2[CH2:30][CH2:29][C@:12]34[C:13]5[C:14]6[O:28][C@H:11]3[C:10](=[O:31])[CH2:9][CH2:8][C@@:7]4([O:32][CH2:33][C:34]3[CH:35]=[CH:36][CH:37]=[CH:38][CH:39]=3)[C@H:6]2[CH2:19][C:18]=5[CH:17]=[CH:16][C:15]=6[OH:20])[CH2:3][CH2:2]1. The yield is 0.910.